From a dataset of Forward reaction prediction with 1.9M reactions from USPTO patents (1976-2016). Predict the product of the given reaction. (1) Given the reactants [NH2:1][C:2]1[CH:7]=[CH:6][C:5](/[CH:8]=[CH:9]/[C:10]([C:12]2[CH:13]=[N:14][CH:15]=[CH:16][CH:17]=2)=[O:11])=[CH:4][CH:3]=1.[CH3:18][C:19](OCC1C2C(=CC=CC=2)C(COC(C)=O)=C2C=1C=CC=C2)=[O:20], predict the reaction product. The product is: [C:19]([NH:1][C:2]1[CH:3]=[CH:4][C:5](/[CH:8]=[CH:9]/[C:10]([C:12]2[CH:13]=[N:14][CH:15]=[CH:16][CH:17]=2)=[O:11])=[CH:6][CH:7]=1)(=[O:20])[CH3:18]. (2) Given the reactants [Cl:1][C:2]1[CH:15]=[CH:14][C:5]([O:6][C:7]2[CH:13]=[CH:12][C:10]([NH2:11])=[CH:9][CH:8]=2)=[CH:4][CH:3]=1.[CH:16](=O)[CH2:17][CH2:18][CH3:19], predict the reaction product. The product is: [CH2:16]([NH:11][C:10]1[CH:12]=[CH:13][C:7]([O:6][C:5]2[CH:14]=[CH:15][C:2]([Cl:1])=[CH:3][CH:4]=2)=[CH:8][CH:9]=1)[CH2:17][CH2:18][CH3:19]. (3) The product is: [Cl:49][C:50]1[CH:51]=[C:52]([CH:55]=[CH:56][C:57]=1[Cl:58])[CH2:53][NH:54][C:13](=[O:15])[CH2:12][CH:4]1[C:5](=[O:11])[O:6][C:7]([CH3:9])([CH3:10])[CH2:8][N:3]1[CH2:1][CH3:2]. Given the reactants [CH2:1]([N:3]1[CH2:8][C:7]([CH3:10])([CH3:9])[O:6][C:5](=[O:11])[CH:4]1[CH2:12][C:13]([OH:15])=O)[CH3:2].C(N(C(C)C)CC)(C)C.CN(C(ON1N=NC2C=CC=NC1=2)=[N+](C)C)C.F[P-](F)(F)(F)(F)F.[Cl:49][C:50]1[CH:51]=[C:52]([CH:55]=[CH:56][C:57]=1[Cl:58])[CH2:53][NH2:54], predict the reaction product. (4) Given the reactants [CH2:1]([O:8][C:9]1[CH:14]=[CH:13][CH:12]=[CH:11][C:10]=1[C:15]1[O:19][N:18]=[C:17]([C:20]([OH:22])=O)[CH:16]=1)[C:2]1[CH:7]=[CH:6][CH:5]=[CH:4][CH:3]=1.CCN(C(C)C)C(C)C.C1C=CC2N(O)N=NC=2C=1.CCN=C=NCCCN(C)C.Cl.Cl.[CH2:55]([O:57][C:58](=[O:61])[CH2:59][NH2:60])[CH3:56], predict the reaction product. The product is: [CH2:55]([O:57][C:58](=[O:61])[CH2:59][NH:60][C:20]([C:17]1[CH:16]=[C:15]([C:10]2[CH:11]=[CH:12][CH:13]=[CH:14][C:9]=2[O:8][CH2:1][C:2]2[CH:3]=[CH:4][CH:5]=[CH:6][CH:7]=2)[O:19][N:18]=1)=[O:22])[CH3:56]. (5) Given the reactants Cl[C:2]1[N:9]=[C:8]([C:10]([F:13])([F:12])[F:11])[CH:7]=[CH:6][C:3]=1[C:4]#[N:5].[OH:14][CH:15]([CH2:27][CH3:28])[CH2:16][CH2:17][N:18]([CH3:26])[C:19](=[O:25])[O:20][C:21]([CH3:24])([CH3:23])[CH3:22].[H-].[Na+].O, predict the reaction product. The product is: [C:4]([C:3]1[C:2]([O:14][CH:15]([CH2:27][CH3:28])[CH2:16][CH2:17][N:18]([CH3:26])[C:19](=[O:25])[O:20][C:21]([CH3:23])([CH3:24])[CH3:22])=[N:9][C:8]([C:10]([F:13])([F:12])[F:11])=[CH:7][CH:6]=1)#[N:5]. (6) Given the reactants C(Cl)(=O)C(Cl)=O.[Br:7][C:8]1[N:9]=[C:10]([CH2:13][O:14][C:15]2[C:16]([F:25])=[C:17]([C:21]([F:24])=[CH:22][CH:23]=2)[C:18]([NH2:20])=O)[S:11][CH:12]=1.C(N(CC)CC)C, predict the reaction product. The product is: [Br:7][C:8]1[N:9]=[C:10]([CH2:13][O:14][C:15]2[C:16]([F:25])=[C:17]([C:21]([F:24])=[CH:22][CH:23]=2)[C:18]#[N:20])[S:11][CH:12]=1.